This data is from Blood-brain barrier permeability classification from the B3DB database. The task is: Regression/Classification. Given a drug SMILES string, predict its absorption, distribution, metabolism, or excretion properties. Task type varies by dataset: regression for continuous measurements (e.g., permeability, clearance, half-life) or binary classification for categorical outcomes (e.g., BBB penetration, CYP inhibition). Dataset: b3db_classification. (1) The molecule is CN1Cc2c(-c3noc(C(C)(O)CO)n3)ncn2-c2cccc(Cl)c2C1=O. The result is 0 (does not penetrate BBB). (2) The drug is Nc1ccc(C(=O)O)c(O)c1. The result is 0 (does not penetrate BBB). (3) The molecule is COc1c(C)c2c(c(O)c1C/C=C(\C)CCC(=O)O)C(=O)OC2. The result is 0 (does not penetrate BBB). (4) The drug is CC1(C)SC2C(NC(=O)C(N=[N+]=[N-])c3ccccc3)C(=O)N2C1C(=O)O. The result is 0 (does not penetrate BBB). (5) The drug is C[C@@H](O)[C@H]1C(=O)N2C(C(=O)O)=C(S[C@@H]3CN[C@H](C(=O)N(C)C)C3)[C@H](C)[C@H]12. The result is 0 (does not penetrate BBB). (6) The drug is Cc1ccc([C@H](C)NC(=O)[C@H](C)SCc2ccccc2)cc1C. The result is 0 (does not penetrate BBB).